From a dataset of Reaction yield outcomes from USPTO patents with 853,638 reactions. Predict the reaction yield, written as a fraction of the theoretical maximum amount of product (1.0 means a 100% yield; for example, 0.34 means a 34% yield). (1) The reactants are [Cl:1][C:2]1[C:3]([F:28])=[C:4]([CH:8]2[C:12]([C:15]3[CH:20]=[CH:19][C:18]([Cl:21])=[CH:17][C:16]=3[F:22])([C:13]#[N:14])[CH:11]([CH2:23][C:24]([CH3:27])([CH3:26])[CH3:25])[CH2:10][NH:9]2)[CH:5]=[CH:6][CH:7]=1.[CH2:29]([O:31][C:32](=[O:37])[CH2:33][N:34]=[C:35]=[O:36])[CH3:30]. No catalyst specified. The product is [CH2:29]([O:31][C:32](=[O:37])[CH2:33][NH:34][C:35]([N:9]1[CH2:10][C@@H:11]([CH2:23][C:24]([CH3:25])([CH3:27])[CH3:26])[C@@:12]([C:15]2[CH:20]=[CH:19][C:18]([Cl:21])=[CH:17][C:16]=2[F:22])([C:13]#[N:14])[C@H:8]1[C:4]1[CH:5]=[CH:6][CH:7]=[C:2]([Cl:1])[C:3]=1[F:28])=[O:36])[CH3:30]. The yield is 0.870. (2) The reactants are [C:1](#[N:3])[CH3:2].[C:4](=[O:6])=O.[CH2:7]([OH:9])[CH3:8].[CH2:10]([Li])[CH2:11][CH2:12][CH3:13]. The catalyst is CCCCCC.C1COCC1. The product is [OH:9][C:7]1([CH2:2][C:1]#[N:3])[C:10]2[C:11](=[CH:10][CH:11]=[C:12]([O:6][CH3:4])[CH:13]=2)[CH2:12][CH2:13][CH2:8]1. The yield is 0.983. (3) The reactants are [Cl:1][C:2]1[C:19]([NH:20][S:21]([CH2:24][CH3:25])(=[O:23])=[O:22])=[CH:18][C:17]([Cl:26])=[CH:16][C:3]=1[CH2:4][C:5]1[N:6]=[CH:7][N:8](S(N(C)C)(=O)=[O:11])[CH:9]=1.Cl. The catalyst is O1CCOCC1. The product is [OH-:11].[NH4+:6].[Cl:1][C:2]1[C:3]([CH2:4][C:5]2[N:6]=[CH:7][NH:8][CH:9]=2)=[CH:16][C:17]([Cl:26])=[CH:18][C:19]=1[NH:20][S:21]([CH2:24][CH3:25])(=[O:22])=[O:23]. The yield is 0.150. (4) The reactants are [C:1](NN)(=O)C.[Br:6][C:7]1[C:8]([C:27]2[CH:32]=[CH:31][C:30]([Cl:33])=[CH:29][CH:28]=2)=[CH:9][C:10]2[N:11]([C:13]([CH2:16][C:17]3[CH:18]=[N:19][C:20]([C:23]([F:26])([F:25])[F:24])=[CH:21][CH:22]=3)=[N:14][N:15]=2)[CH:12]=1. The catalyst is C(O)(=O)C.FC(C1C=CC=CC=1)(F)F. The product is [Br:6][C:7]1[C:8]([C:27]2[CH:28]=[CH:29][C:30]([Cl:33])=[CH:31][CH:32]=2)=[CH:9][C:10]2[N:11]([C:13]([CH2:16][C:17]3[C:18]([CH3:1])=[N:19][C:20]([C:23]([F:26])([F:24])[F:25])=[CH:21][CH:22]=3)=[N:14][N:15]=2)[CH:12]=1. The yield is 0.600.